From a dataset of Reaction yield outcomes from USPTO patents with 853,638 reactions. Predict the reaction yield, written as a fraction of the theoretical maximum amount of product (1.0 means a 100% yield; for example, 0.34 means a 34% yield). The reactants are Cl[C:2]1[C:7]([CH2:8][C:9]2[CH:28]=[CH:27][C:12]3/[C:13](=[C:23](/[CH3:26])\[C:24]#[N:25])/[C:14]4[CH:21]=[CH:20][C:19]([F:22])=[CH:18][C:15]=4[O:16][CH2:17][C:11]=3[CH:10]=2)=[C:6]([CH2:29][O:30][CH3:31])[N:5]=[C:4]([CH3:32])[N:3]=1.CO.[CH3:35][NH:36][CH3:37]. No catalyst specified. The product is [CH3:35][N:36]([CH3:37])[C:2]1[C:7]([CH2:8][C:9]2[CH:28]=[CH:27][C:12]3/[C:13](=[C:23](/[CH3:26])\[C:24]#[N:25])/[C:14]4[CH:21]=[CH:20][C:19]([F:22])=[CH:18][C:15]=4[O:16][CH2:17][C:11]=3[CH:10]=2)=[C:6]([CH2:29][O:30][CH3:31])[N:5]=[C:4]([CH3:32])[N:3]=1. The yield is 0.560.